This data is from Reaction yield outcomes from USPTO patents with 853,638 reactions. The task is: Predict the reaction yield, written as a fraction of the theoretical maximum amount of product (1.0 means a 100% yield; for example, 0.34 means a 34% yield). The reactants are [Br:1][C:2]1[C:3]([F:12])=[C:4]2[C:10]([NH2:11])=[CH:9][NH:8][C:5]2=[N:6][CH:7]=1.[CH3:13][N:14]1[C:19](=[O:20])[CH:18]=[CH:17][C:16]([C:21](O)=[O:22])=[N:15]1.C1N(P(Cl)(N2C(=O)OCC2)=O)C(=O)OC1.[Li+].[OH-]. The catalyst is C(Cl)Cl.O. The product is [Br:1][C:2]1[C:3]([F:12])=[C:4]2[C:10]([NH:11][C:21]([C:16]3[CH:17]=[CH:18][C:19](=[O:20])[N:14]([CH3:13])[N:15]=3)=[O:22])=[CH:9][NH:8][C:5]2=[N:6][CH:7]=1. The yield is 0.700.